From a dataset of Reaction yield outcomes from USPTO patents with 853,638 reactions. Predict the reaction yield, written as a fraction of the theoretical maximum amount of product (1.0 means a 100% yield; for example, 0.34 means a 34% yield). (1) The reactants are FC(F)(F)S([O-])(=O)=O.[Br:9][C:10]1[CH:11]=[C:12]2[C:17](=[CH:18][CH:19]=1)[CH:16]=[N+:15]([CH3:20])[CH:14]=[CH:13]2.CC1C(Br)=C(O)C(Br)=CC=1C1(C2C=C(Br)C(O)=C(Br)C=2C)OS(=O)(=O)C2C=CC=CC1=2.[BH4-].[Na+].Cl.[OH-].[Na+]. The catalyst is CO.C(O)(=O)C.O. The product is [Br:9][C:10]1[CH:11]=[C:12]2[C:17](=[CH:18][CH:19]=1)[CH2:16][N:15]([CH3:20])[CH2:14][CH2:13]2. The yield is 0.990. (2) The yield is 0.165. The reactants are [Li]CCCC.Br[C:7]1[CH:8]=[N:9][CH:10]=[CH:11][CH:12]=1.[C:13]([N:18]=[C:19]=[S:20])(=[O:17])[O:14][CH2:15][CH3:16].[Cl-].[NH4+]. The product is [N:9]1[CH:10]=[CH:11][CH:12]=[C:7]([C:19]([NH:18][C:13](=[O:17])[O:14][CH2:15][CH3:16])=[S:20])[CH:8]=1. The catalyst is CCOCC.C1COCC1. (3) The reactants are [C:1]([C:3]1[N:4]=[C:5]([CH2:13][O:14][C@H:15]2[CH2:19][CH2:18][N:17](C(OC(C)(C)C)=O)[CH2:16]2)[C:6]2[C:11]([CH:12]=1)=[CH:10][CH:9]=[CH:8][CH:7]=2)#[N:2].[NH:27]([C:29](OCC)=[O:30])[NH2:28].C1CCN2C(=NCCC2)CC1. The catalyst is CN1C(=O)CCC1. The product is [NH:17]1[CH2:18][CH2:19][C@H:15]([O:14][CH2:13][C:5]2[C:6]3[C:11](=[CH:10][CH:9]=[CH:8][CH:7]=3)[CH:12]=[C:3]([C:1]3[NH:2][C:29](=[O:30])[NH:27][N:28]=3)[N:4]=2)[CH2:16]1. The yield is 0.160.